This data is from M1 muscarinic receptor agonist screen with 61,833 compounds. The task is: Binary Classification. Given a drug SMILES string, predict its activity (active/inactive) in a high-throughput screening assay against a specified biological target. The compound is O1c2cc(CNc3nc(n4ncc(c4)C)ncc3C(OCC)=O)ccc2OC1. The result is 0 (inactive).